From a dataset of Reaction yield outcomes from USPTO patents with 853,638 reactions. Predict the reaction yield, written as a fraction of the theoretical maximum amount of product (1.0 means a 100% yield; for example, 0.34 means a 34% yield). (1) The reactants are [NH:1]1[C:9]2[C:4](=[CH:5][CH:6]=[CH:7][CH:8]=2)[CH2:3][C:2]1=[O:10].[Li+].C[Si]([N-][Si](C)(C)C)(C)C.[CH3:21][C:22]1([CH3:32])[C:26]2[CH:27]=[CH:28][CH:29]=[CH:30][C:25]=2[C:24](=O)[O:23]1. The catalyst is C1COCC1. The product is [CH3:21][C:22]1([CH3:32])[C:26]2[CH:27]=[CH:28][CH:29]=[CH:30][C:25]=2/[C:24](=[C:3]2\[C:2](=[O:10])[NH:1][C:9]3[C:4]\2=[CH:5][CH:6]=[CH:7][CH:8]=3)/[O:23]1. The yield is 0.410. (2) The product is [NH2:20][C:19](=[N:22][OH:23])[C:16]1[N:17]=[CH:18][C:13]([C:11]([O:10][CH2:8][CH3:9])=[O:12])=[N:14][CH:15]=1. The yield is 0.620. The reactants are C(N(CC)CC)C.[CH2:8]([O:10][C:11]([C:13]1[CH:18]=[N:17][C:16]([C:19]#[N:20])=[CH:15][N:14]=1)=[O:12])[CH3:9].Cl.[NH2:22][OH:23]. The catalyst is CCO. (3) The reactants are [F:1][C:2]1[CH:11]=[CH:10][C:9]([O:12][CH2:13][CH2:14][CH3:15])=[C:8]2[C:3]=1[C:4](=[O:41])[C:5]([C:28]1[CH:40]=[CH:39][C:31]([O:32][CH2:33][C:34]([O:36]CC)=O)=[CH:30][CH:29]=1)=[CH:6][N:7]2[CH2:16][C:17](=[O:27])[NH:18][CH2:19][CH2:20][N:21]1[CH2:26][CH2:25][O:24][CH2:23][CH2:22]1.[NH3:42].CO. No catalyst specified. The product is [F:1][C:2]1[CH:11]=[CH:10][C:9]([O:12][CH2:13][CH2:14][CH3:15])=[C:8]2[C:3]=1[C:4](=[O:41])[C:5]([C:28]1[CH:29]=[CH:30][C:31]([O:32][CH2:33][C:34]([NH2:42])=[O:36])=[CH:39][CH:40]=1)=[CH:6][N:7]2[CH2:16][C:17](=[O:27])[NH:18][CH2:19][CH2:20][N:21]1[CH2:26][CH2:25][O:24][CH2:23][CH2:22]1. The yield is 0.350. (4) The reactants are C1(C)C=CC=CC=1.[CH2:8]([C:10]1[NH:11][C:12]2[C:17]([C:18](=[O:21])[C:19]=1[CH3:20])=[CH:16][C:15]([O:22][C:23]1[CH:28]=[CH:27][C:26]([O:29][C:30]([F:33])([F:32])[F:31])=[CH:25][CH:24]=1)=[C:14]([CH3:34])[CH:13]=2)[CH3:9].[OH-].[Na+].Cl[C:38]([O:40][CH3:41])=[O:39]. The catalyst is [Br-].C([N+](CCCC)(CCCC)CCCC)CCC.O.CC(N(C)C)=O. The product is [C:38](=[O:39])([O:40][CH3:41])[O:21][C:18]1[C:17]2[C:12](=[CH:13][C:14]([CH3:34])=[C:15]([O:22][C:23]3[CH:28]=[CH:27][C:26]([O:29][C:30]([F:31])([F:32])[F:33])=[CH:25][CH:24]=3)[CH:16]=2)[N:11]=[C:10]([CH2:8][CH3:9])[C:19]=1[CH3:20]. The yield is 0.980. (5) The reactants are [CH3:1][N:2]([CH3:17])[C:3]([C:5]1[CH:15]=[C:14]([OH:16])[C:8]2[N:9]=[C:10]([CH3:13])[N:11]([CH3:12])[C:7]=2[CH:6]=1)=[O:4].[CH3:18][N+:19]([CH3:21])=[CH2:20].[I-].C(=O)(O)[O-].[Na+]. The catalyst is ClCCl. The product is [CH3:17][N:2]([CH3:1])[C:3]([C:5]1[C:15]([CH2:18][N:19]([CH3:21])[CH3:20])=[C:14]([OH:16])[C:8]2[N:9]=[C:10]([CH3:13])[N:11]([CH3:12])[C:7]=2[CH:6]=1)=[O:4]. The yield is 0.820. (6) The reactants are [CH2:1]([N:3]([CH2:20][CH3:21])[CH2:4][CH2:5][NH:6][C:7]([C:9]1[CH:18]=[CH:17][C:16]2[C:11](=[CH:12][CH:13]=[C:14]([I:19])[CH:15]=2)C=1)=[O:8])[CH3:2].IC1C=C2C(=CC=1)[N:29]=C(C(OCC)=O)C=C2.[K+].[Br-].IC1C2C=C(C(OC)=O)SC=2C=CC=1. The catalyst is ClCCl.C(O)C. The product is [CH2:1]([N:3]([CH2:20][CH3:21])[CH2:4][CH2:5][NH:6][C:7]([C:9]1[CH:18]=[CH:17][C:16]2[C:11](=[CH:12][CH:13]=[C:14]([I:19])[CH:15]=2)[N:29]=1)=[O:8])[CH3:2]. The yield is 0.690. (7) The reactants are [C:1]([O:5][C:6](=[O:32])[N:7]([CH2:9][C:10]1[CH:14]=[C:13]([C:15]2[CH:20]=[CH:19][CH:18]=[CH:17][C:16]=2[CH:21]=[O:22])[N:12]([S:23]([C:26]2[CH:27]=[N:28][CH:29]=[CH:30][CH:31]=2)(=[O:25])=[O:24])[CH:11]=1)[CH3:8])([CH3:4])([CH3:3])[CH3:2].[BH4-].[Na+].CO.O. The catalyst is O1CCCC1. The product is [C:1]([O:5][C:6](=[O:32])[N:7]([CH2:9][C:10]1[CH:14]=[C:13]([C:15]2[CH:20]=[CH:19][CH:18]=[CH:17][C:16]=2[CH2:21][OH:22])[N:12]([S:23]([C:26]2[CH:27]=[N:28][CH:29]=[CH:30][CH:31]=2)(=[O:25])=[O:24])[CH:11]=1)[CH3:8])([CH3:4])([CH3:2])[CH3:3]. The yield is 0.600. (8) The yield is 0.192. The catalyst is O. The reactants are [CH:1]1([N:4]([CH:26]2[CH2:28][CH2:27]2)[C:5]([C:7]2[N:23]([CH2:24][CH3:25])[C:10]3=[N:11][C:12]([NH:19][C:20]([NH2:22])=[S:21])=[C:13]4[N:17]=[CH:16][N:15]([CH3:18])[C:14]4=[C:9]3[CH:8]=2)=[O:6])[CH2:3][CH2:2]1.CO[CH:31](OC)[N:32](C)C.C1(C)C=C(C)C=C(C)C=1S(ON)(=O)=O. The product is [S:21]1[C:20]([NH:19][C:12]2[N:11]=[C:10]3[N:23]([CH2:24][CH3:25])[C:7]([C:5]([N:4]([CH:1]4[CH2:2][CH2:3]4)[CH:26]4[CH2:27][CH2:28]4)=[O:6])=[CH:8][C:9]3=[C:14]3[N:15]([CH3:18])[CH:16]=[N:17][C:13]=23)=[N:22][CH:31]=[N:32]1.